Dataset: Full USPTO retrosynthesis dataset with 1.9M reactions from patents (1976-2016). Task: Predict the reactants needed to synthesize the given product. (1) Given the product [C:27]([O:26][C:24]([N:6]([CH:7]([C:11]1[CH:12]=[CH:13][C:14]([CH3:17])=[CH:15][CH:16]=1)[C:8]([OH:10])=[O:9])[CH2:5][C:4]1[CH:18]=[CH:19][CH:20]=[CH:21][C:3]=1[O:2][CH3:1])=[O:25])([CH3:30])([CH3:29])[CH3:28], predict the reactants needed to synthesize it. The reactants are: [CH3:1][O:2][C:3]1[CH:21]=[CH:20][CH:19]=[CH:18][C:4]=1[CH2:5][NH:6][CH:7]([C:11]1[CH:16]=[CH:15][C:14]([CH3:17])=[CH:13][CH:12]=1)[C:8]([OH:10])=[O:9].[OH-].[Na+].[C:24](O[C:24]([O:26][C:27]([CH3:30])([CH3:29])[CH3:28])=[O:25])([O:26][C:27]([CH3:30])([CH3:29])[CH3:28])=[O:25]. (2) Given the product [CH:2]1([C:5]([N:7]2[CH2:13][CH2:12][CH:11]3[CH2:14][NH:15][CH2:16][CH2:17][N:10]3[C:9]3[N:25]=[CH:26][CH:27]=[CH:28][C:8]2=3)=[O:6])[CH2:3][CH2:4]1, predict the reactants needed to synthesize it. The reactants are: Cl.[CH:2]1([C:5]([N:7]2[CH2:13][CH2:12][CH:11]3[CH2:14][N:15](C(OC(C)(C)C)=O)[CH2:16][CH2:17][N:10]3[C:9]3[N:25]=[CH:26][CH:27]=[CH:28][C:8]2=3)=[O:6])[CH2:4][CH2:3]1. (3) Given the product [CH3:1][N:2]1[CH:6]=[C:5]([C:7]([Cl:15])=[O:8])[C:4]([CH:9]([F:10])[F:11])=[N:3]1, predict the reactants needed to synthesize it. The reactants are: [CH3:1][N:2]1[CH:6]=[C:5]([CH:7]=[O:8])[C:4]([CH:9]([F:11])[F:10])=[N:3]1.S(Cl)([Cl:15])(=O)=O. (4) Given the product [F:1][C:2]1[C:3]([C:17]([NH:20][C@@H:21]2[CH2:26][CH2:25][CH2:24][C@H:23]([OH:27])[CH2:22]2)=[O:19])=[N:4][O:5][C:6]=1[C:7]1[CH:8]=[CH:9][C:10]([C:13]([F:14])([F:15])[F:16])=[CH:11][CH:12]=1, predict the reactants needed to synthesize it. The reactants are: [F:1][C:2]1[C:3]([C:17]([OH:19])=O)=[N:4][O:5][C:6]=1[C:7]1[CH:12]=[CH:11][C:10]([C:13]([F:16])([F:15])[F:14])=[CH:9][CH:8]=1.[NH2:20][C@@H:21]1[CH2:26][CH2:25][CH2:24][C@H:23]([OH:27])[CH2:22]1.O.ON1C2C=CC=CC=2N=N1.C(N(CC)CC)C.Cl.CN(C)CCCN=C=NCC. (5) Given the product [S:2]1[C:6]2[CH2:7][C:8]3[CH:9]=[CH:10][CH:11]=[CH:12][C:13]=3[C:5]=2[N:4]=[C:3]1[NH:14][C:15](=[O:22])[C:16]1[CH:21]=[CH:20][CH:19]=[CH:18][CH:17]=1, predict the reactants needed to synthesize it. The reactants are: I.[S:2]1[C:6]2[CH2:7][C:8]3[CH:9]=[CH:10][CH:11]=[CH:12][C:13]=3[C:5]=2[N:4]=[C:3]1[NH2:14].[C:15](Cl)(=[O:22])[C:16]1[CH:21]=[CH:20][CH:19]=[CH:18][CH:17]=1. (6) Given the product [CH3:3][Si:2]([O:7][P:8]([CH2:12][C:13]1[CH:18]=[CH:17][C:16]([F:19])=[CH:15][CH:14]=1)(=[O:11])[O:9][Si:2]([CH3:5])([CH3:4])[CH3:3])([CH3:5])[CH3:4], predict the reactants needed to synthesize it. The reactants are: Br[Si:2]([CH3:5])([CH3:4])[CH3:3].C[O:7][P:8]([CH2:12][C:13]1[CH:18]=[CH:17][C:16]([F:19])=[CH:15][CH:14]=1)(=[O:11])[O:9]C. (7) Given the product [OH:1][C:2]1[CH:3]=[CH:4][C:5]([C:8]2[CH:13]=[CH:12][C:11]([C:14]([O:16][CH3:22])=[O:15])=[CH:10][CH:9]=2)=[CH:6][CH:7]=1, predict the reactants needed to synthesize it. The reactants are: [OH:1][C:2]1[CH:7]=[CH:6][C:5]([C:8]2[CH:13]=[CH:12][C:11]([C:14]([OH:16])=[O:15])=[CH:10][CH:9]=2)=[CH:4][CH:3]=1.OS(O)(=O)=O.[CH3:22]O. (8) Given the product [C:1]1([CH3:35])[C:2]([NH:7][C:8]2[O:9][C:10]([C:16]3[CH:21]=[CH:20][C:19]([N:22]4[CH2:27][CH2:26][NH:25][CH2:24][CH2:23]4)=[CH:18][CH:17]=3)=[C:11]([C:13]([NH2:14])=[O:15])[N:12]=2)=[CH:3][CH:4]=[CH:5][CH:6]=1, predict the reactants needed to synthesize it. The reactants are: [C:1]1([CH3:35])[C:2]([NH:7][C:8]2[O:9][C:10]([C:16]3[CH:21]=[CH:20][C:19]([N:22]4[CH2:27][CH2:26][N:25](C(OC(C)(C)C)=O)[CH2:24][CH2:23]4)=[CH:18][CH:17]=3)=[C:11]([C:13](=[O:15])[NH2:14])[N:12]=2)=[CH:3][CH:4]=[CH:5][CH:6]=1.Cl.O1CCOCC1. (9) Given the product [CH2:1]([NH:8][CH2:12][CH:11]([O:14][CH3:15])[O:10][CH3:9])[C:2]1[CH:7]=[CH:6][CH:5]=[CH:4][CH:3]=1, predict the reactants needed to synthesize it. The reactants are: [CH2:1]([NH2:8])[C:2]1[CH:7]=[CH:6][CH:5]=[CH:4][CH:3]=1.[CH3:9][O:10][CH:11]([O:14][CH3:15])[CH2:12]Cl. (10) Given the product [Cl:19][C:15]1[C:14]([F:20])=[C:13]([C@H:8]([NH2:7])[CH2:9][N:10]([CH3:12])[CH3:11])[CH:18]=[CH:17][CH:16]=1, predict the reactants needed to synthesize it. The reactants are: C(OC(=O)[NH:7][C@@H:8]([C:13]1[CH:18]=[CH:17][CH:16]=[C:15]([Cl:19])[C:14]=1[F:20])[CH2:9][N:10]([CH3:12])[CH3:11])(C)(C)C.Cl.